This data is from Catalyst prediction with 721,799 reactions and 888 catalyst types from USPTO. The task is: Predict which catalyst facilitates the given reaction. (1) Reactant: [Br:1][C:2]1[CH:11]=[C:10]2[C:5]([N:6]=[C:7]([NH:17][CH2:18][C:19]3[CH:24]=[CH:23][C:22]([O:25][CH3:26])=[CH:21][CH:20]=3)[C:8]([CH2:12][CH2:13][C:14]([O-:16])=[O:15])=[N:9]2)=[CH:4][CH:3]=1.[OH-].[Na+]. Product: [Br:1][C:2]1[CH:11]=[C:10]2[C:5]([N:6]=[C:7]([NH:17][CH2:18][C:19]3[CH:20]=[CH:21][C:22]([O:25][CH3:26])=[CH:23][CH:24]=3)[C:8]([CH2:12][CH2:13][C:14]([OH:16])=[O:15])=[N:9]2)=[CH:4][CH:3]=1. The catalyst class is: 36. (2) Reactant: [C:1]([O:5][C:6](=[O:13])[C@H:7]([CH2:9][CH:10]([CH3:12])[CH3:11])[NH2:8])([CH3:4])([CH3:3])[CH3:2].Cl[C:15](Cl)([O:17]C(=O)OC(Cl)(Cl)Cl)Cl.C(N(CC)CC)C. Product: [N:8]([CH:7]([CH2:9][CH:10]([CH3:11])[CH3:12])[C:6]([O:5][C:1]([CH3:4])([CH3:3])[CH3:2])=[O:13])=[C:15]=[O:17]. The catalyst class is: 2. (3) Reactant: Br[C:2]1[CH:7]=[C:6]([S:8]([C:10]2[CH:15]=[CH:14][C:13]([Cl:16])=[CH:12][CH:11]=2)=[O:9])[CH:5]=[CH:4][C:3]=1[CH2:17][O:18][CH2:19][O:20][CH3:21].[CH3:22][C:23]1([CH3:39])[C:27]([CH3:29])([CH3:28])[O:26][B:25]([B:25]2[O:26][C:27]([CH3:29])([CH3:28])[C:23]([CH3:39])([CH3:22])[O:24]2)[O:24]1.CC([O-])=O.[K+]. Product: [Cl:16][C:13]1[CH:14]=[CH:15][C:10]([S:8]([C:6]2[CH:5]=[CH:4][C:3]([CH2:17][O:18][CH2:19][O:20][CH3:21])=[C:2]([B:25]3[O:26][C:27]([CH3:29])([CH3:28])[C:23]([CH3:39])([CH3:22])[O:24]3)[CH:7]=2)=[O:9])=[CH:11][CH:12]=1. The catalyst class is: 75. (4) Reactant: I[C:2]1[C:11]([I:12])=[CH:10][C:5]2[O:6][CH2:7][CH2:8][O:9][C:4]=2[CH:3]=1.CC1C=CC2C=CC3C=CC(C)=NC=3C=2N=1.O.CC([O-])(C)C.[Na+].FC1C=CC(I)=C([S:43][C:44]2[N:45]([CH2:54][C:55]3[CH:60]=[CH:59][C:58]([O:61][CH3:62])=[CH:57][CH:56]=3)[C:46]3[CH:51]=[CH:50][N:49]=[C:48]([NH2:52])[C:47]=3[N:53]=2)C=1. Product: [I:12][C:11]1[C:2]([S:43][C:44]2[N:45]([CH2:54][C:55]3[CH:60]=[CH:59][C:58]([O:61][CH3:62])=[CH:57][CH:56]=3)[C:46]3[CH:51]=[CH:50][N:49]=[C:48]([NH2:52])[C:47]=3[N:53]=2)=[CH:3][C:4]2[O:9][CH2:8][CH2:7][O:6][C:5]=2[CH:10]=1. The catalyst class is: 122. (5) Reactant: [C:1]12([C:11]([N:13]3[CH2:22][CH2:21][C:20]4[C:15](=[CH:16][C:17]([O:24][CH3:25])=[C:18]([OH:23])[CH:19]=4)[CH2:14]3)=[O:12])[CH2:10][CH:5]3[CH2:6][CH:7]([CH2:9][CH:3]([CH2:4]3)[CH2:2]1)[CH2:8]2.[C:26](=O)([O-])[O-].[K+].[K+].CI. Product: [C:1]12([C:11]([N:13]3[CH2:22][CH2:21][C:20]4[C:15](=[CH:16][C:17]([O:24][CH3:25])=[C:18]([O:23][CH3:26])[CH:19]=4)[CH2:14]3)=[O:12])[CH2:10][CH:5]3[CH2:4][CH:3]([CH2:9][CH:7]([CH2:6]3)[CH2:8]1)[CH2:2]2. The catalyst class is: 21. (6) Reactant: O[C:2]1([CH2:26][I:27])[CH2:7][CH2:6][N:5]([C:8]2[CH:13]=[CH:12][C:11]([N:14]3[CH2:18][C@H:17]([CH2:19][NH:20][C:21](=[O:23])[CH3:22])[O:16][C:15]3=[O:24])=[CH:10][C:9]=2[F:25])[CH2:4][CH2:3]1.CCN(S(F)(F)[F:34])CC. Product: [F:34][C:2]1([CH2:26][I:27])[CH2:7][CH2:6][N:5]([C:8]2[CH:13]=[CH:12][C:11]([N:14]3[CH2:18][C@H:17]([CH2:19][NH:20][C:21](=[O:23])[CH3:22])[O:16][C:15]3=[O:24])=[CH:10][C:9]=2[F:25])[CH2:4][CH2:3]1. The catalyst class is: 4.